This data is from Full USPTO retrosynthesis dataset with 1.9M reactions from patents (1976-2016). The task is: Predict the reactants needed to synthesize the given product. (1) Given the product [Br:1][C:2]1[CH:9]=[CH:8][C:5]([CH2:6][P:10](=[O:17])([O:14][CH2:15][CH3:16])[O:11][CH2:12][CH3:13])=[CH:4][CH:3]=1, predict the reactants needed to synthesize it. The reactants are: [Br:1][C:2]1[CH:9]=[CH:8][C:5]([CH2:6]Br)=[CH:4][CH:3]=1.[P:10]([O:17]CC)([O:14][CH2:15][CH3:16])[O:11][CH2:12][CH3:13]. (2) Given the product [F:21][C:22]([F:31])([F:30])[C:23]([C:5]1[CH:6]=[CH:7][C:2]([NH2:1])=[CH:3][CH:4]=1)([F:28])[C:24]([F:27])([F:26])[F:25], predict the reactants needed to synthesize it. The reactants are: [NH2:1][C:2]1[CH:7]=[CH:6][CH:5]=[CH:4][CH:3]=1.[O-]S(S([O-])=O)=O.[Na+].[Na+].C([O-])(O)=O.[Na+].[F:21][C:22]([F:31])([F:30])[C:23](I)([F:28])[C:24]([F:27])([F:26])[F:25]. (3) Given the product [OH:7][C:8]1[CH:9]=[C:10]([C:18]2[CH:30]=[CH:29][C:21]3[N:22]=[C:23]([NH:25][C:26](=[O:28])[CH3:27])[S:24][C:20]=3[CH:19]=2)[CH:11]=[N:12][C:13]=1[C:14]([F:15])([F:16])[F:17], predict the reactants needed to synthesize it. The reactants are: COCCOC[O:7][C:8]1[CH:9]=[C:10]([C:18]2[CH:30]=[CH:29][C:21]3[N:22]=[C:23]([NH:25][C:26](=[O:28])[CH3:27])[S:24][C:20]=3[CH:19]=2)[CH:11]=[N:12][C:13]=1[C:14]([F:17])([F:16])[F:15].Cl. (4) Given the product [Cl:1][C:2]1[N:11]=[C:10]([Cl:12])[C:9]2[N:8]([CH3:20])[C:7](=[O:13])[CH:6]3[CH2:14][O:15][CH2:16][CH2:17][N:5]3[C:4]=2[N:3]=1, predict the reactants needed to synthesize it. The reactants are: [Cl:1][C:2]1[N:11]=[C:10]([Cl:12])[C:9]2[NH:8][C:7](=[O:13])[CH:6]3[CH2:14][O:15][CH2:16][CH2:17][N:5]3[C:4]=2[N:3]=1.IC.[CH3:20]C([O-])(C)C. (5) Given the product [CH3:1][O:2][C:3]1[CH:4]=[C:5]2[C:10](=[CH:11][C:12]=1[O:13][CH3:14])[N:9]=[CH:8][N:7]=[C:6]2[O:15][C:16]1[CH:17]=[C:18]([NH:19][C:32]([NH:31][C:29]2[N:28]([C:41]3[CH:42]=[N:43][CH:44]=[CH:45][CH:46]=3)[N:27]=[C:26]([CH:23]([CH3:25])[CH3:24])[CH:30]=2)=[O:33])[CH:20]=[CH:21][CH:22]=1, predict the reactants needed to synthesize it. The reactants are: [CH3:1][O:2][C:3]1[CH:4]=[C:5]2[C:10](=[CH:11][C:12]=1[O:13][CH3:14])[N:9]=[CH:8][N:7]=[C:6]2[O:15][C:16]1[CH:17]=[C:18]([CH:20]=[CH:21][CH:22]=1)[NH2:19].[CH:23]([C:26]1[CH:30]=[C:29]([NH:31][C:32](=O)[O:33]C2C=CC=CC=2)[N:28]([C:41]2[CH:42]=[N:43][CH:44]=[CH:45][CH:46]=2)[N:27]=1)([CH3:25])[CH3:24]. (6) Given the product [CH3:30][CH:2]([CH3:1])[CH2:3][CH:4]([NH:20][C:21]1[CH:29]=[CH:28][C:24]([C:25]([NH:56][CH2:57][CH2:58][C:59]([O:61][CH3:62])=[O:60])=[O:27])=[CH:23][N:22]=1)[C:5]1[CH:6]=[CH:7][C:8]([N:11]2[CH:15]=[C:14]([C:16]([F:18])([F:17])[F:19])[CH:13]=[N:12]2)=[CH:9][CH:10]=1, predict the reactants needed to synthesize it. The reactants are: [CH3:1][CH:2]([CH3:30])[CH2:3][CH:4]([NH:20][C:21]1[CH:29]=[CH:28][C:24]([C:25]([OH:27])=O)=[CH:23][N:22]=1)[C:5]1[CH:10]=[CH:9][C:8]([N:11]2[CH:15]=[C:14]([C:16]([F:19])([F:18])[F:17])[CH:13]=[N:12]2)=[CH:7][CH:6]=1.CN(C(ON1N=NC2C=CC=NC1=2)=[N+](C)C)C.F[P-](F)(F)(F)(F)F.Cl.[NH2:56][CH2:57][CH2:58][C:59]([O:61][CH3:62])=[O:60].C(N(C(C)C)CC)(C)C.